From a dataset of Full USPTO retrosynthesis dataset with 1.9M reactions from patents (1976-2016). Predict the reactants needed to synthesize the given product. (1) Given the product [F:1][C:2]([F:15])([CH:9]([F:14])[C:10]([F:12])([F:13])[F:11])[CH2:3][C:4]([CH2:22][C:23]([F:31])([F:30])[CH:24]([F:29])[C:25]([F:28])([F:27])[F:26])([C:7]#[N:8])[C:5]#[N:6], predict the reactants needed to synthesize it. The reactants are: [F:1][C:2]([F:15])([CH:9]([F:14])[C:10]([F:13])([F:12])[F:11])[CH2:3][CH:4]([C:7]#[N:8])[C:5]#[N:6].FC(F)(F)S(O[CH2:22][C:23]([F:31])([F:30])[CH:24]([F:29])[C:25]([F:28])([F:27])[F:26])(=O)=O.C(=O)([O-])[O-].[K+].[K+].Cl. (2) The reactants are: [Cl:1][C:2]1[CH:11]=[C:10]2[C:5]([CH2:6][CH2:7][NH:8][CH:9]2[C:12]2[CH:16]=[C:15]([CH:17]3[O:21][CH2:20][CH2:19][O:18]3)[S:14][C:13]=2[CH3:22])=[CH:4][CH:3]=1.C(N(CC)CC)C.[C:30]([O:34][C:35](O[C:35]([O:34][C:30]([CH3:33])([CH3:32])[CH3:31])=[O:36])=[O:36])([CH3:33])([CH3:32])[CH3:31].C([O-])(O)=O.[Na+]. Given the product [Cl:1][C:2]1[CH:11]=[C:10]2[C:5]([CH2:6][CH2:7][N:8]([C:35]([O:34][C:30]([CH3:33])([CH3:32])[CH3:31])=[O:36])[CH:9]2[C:12]2[CH:16]=[C:15]([CH:17]3[O:21][CH2:20][CH2:19][O:18]3)[S:14][C:13]=2[CH3:22])=[CH:4][CH:3]=1, predict the reactants needed to synthesize it. (3) Given the product [CH:13]([C:4]1([C:2](=[O:23])[CH3:3])[CH2:12][C:11]2[C:6](=[CH:7][CH:8]=[CH:9][CH:10]=2)[CH2:5]1)=[CH2:14], predict the reactants needed to synthesize it. The reactants are: Cl.[CH2:2]([C:4]1([C:13]2NC=N[CH:14]=2)[CH2:12][C:11]2[C:6](=[CH:7][CH:8]=[CH:9][CH:10]=2)[CH2:5]1)[CH3:3].CC(=[O:23])CC=C. (4) Given the product [Br:1][C:2]1[CH:3]=[CH:4][C:5]2[N:6]([C:10](=[O:11])[NH:9][N:8]=2)[CH:7]=1, predict the reactants needed to synthesize it. The reactants are: [Br:1][C:2]1[CH:3]=[CH:4][C:5]([NH:8][NH2:9])=[N:6][CH:7]=1.[C:10](N1C=CN=C1)(N1C=CN=C1)=[O:11]. (5) Given the product [O:18]=[C:14]1[NH:13][N:12]=[C:1]([C:4]2[CH:11]=[CH:10][C:7]([C:8]#[N:9])=[CH:6][CH:5]=2)[CH:2]=[CH:15]1, predict the reactants needed to synthesize it. The reactants are: [C:1]([C:4]1[CH:11]=[CH:10][C:7]([C:8]#[N:9])=[CH:6][CH:5]=1)(=O)[CH3:2].[N:12]1[NH:13][C:14](=[O:18])[CH:15]=CC=1.